Dataset: Full USPTO retrosynthesis dataset with 1.9M reactions from patents (1976-2016). Task: Predict the reactants needed to synthesize the given product. Given the product [O:1]=[C:2]([CH2:31][C:32]1[CH:33]=[CH:34][CH:35]=[CH:36][CH:37]=1)[CH2:3][N:4]1[C:9]2=[N:10][C:11]([C:25]3[CH:30]=[CH:29][N:28]=[CH:27][CH:26]=3)=[C:12]([C:15]3[CH:20]=[CH:19][CH:18]=[C:17]([C:21]([F:24])([F:23])[F:22])[CH:16]=3)[C:13](=[O:14])[N:8]2[CH2:7][CH2:6][CH2:5]1, predict the reactants needed to synthesize it. The reactants are: [OH:1][CH:2]([CH2:31][C:32]1[CH:37]=[CH:36][CH:35]=[CH:34][CH:33]=1)[CH2:3][N:4]1[C:9]2=[N:10][C:11]([C:25]3[CH:30]=[CH:29][N:28]=[CH:27][CH:26]=3)=[C:12]([C:15]3[CH:20]=[CH:19][CH:18]=[C:17]([C:21]([F:24])([F:23])[F:22])[CH:16]=3)[C:13](=[O:14])[N:8]2[CH2:7][CH2:6][CH2:5]1.CC(OI1(OC(C)=O)(OC(C)=O)OC(=O)C2C=CC=CC1=2)=O.